This data is from Reaction yield outcomes from USPTO patents with 853,638 reactions. The task is: Predict the reaction yield, written as a fraction of the theoretical maximum amount of product (1.0 means a 100% yield; for example, 0.34 means a 34% yield). (1) The reactants are [C:1]([C:4]1[CH:12]=[CH:11][C:7]([C:8](O)=[O:9])=[CH:6][CH:5]=1)(=[O:3])[CH3:2].C(N1C=CN=C1)([N:15]1C=CN=C1)=O.N. The catalyst is O1CCCC1. The product is [C:1]([C:4]1[CH:12]=[CH:11][C:7]([C:8]([NH2:15])=[O:9])=[CH:6][CH:5]=1)(=[O:3])[CH3:2]. The yield is 0.500. (2) The product is [Br:1][CH2:2][C:3]1[C:12]2[C:7](=[CH:8][CH:9]=[CH:10][CH:11]=2)[C:6]([CH:13]=[O:25])=[CH:5][CH:4]=1. The catalyst is C1(C)C=CC=CC=1. The reactants are [Br:1][CH2:2][C:3]1[C:12]2[C:7](=[CH:8][CH:9]=[CH:10][CH:11]=2)[C:6]([C:13]#N)=[CH:5][CH:4]=1.CC(C[AlH]CC(C)C)C.Cl.[OH2:25]. The yield is 0.880.